Dataset: Forward reaction prediction with 1.9M reactions from USPTO patents (1976-2016). Task: Predict the product of the given reaction. (1) The product is: [CH:1]1([C:7]2[CH:8]=[CH:9][C:10]([C:13]3[O:17][N:16]=[C:15]([C:18]4[O:22][C:21]([CH2:23][N:50]5[CH2:53][CH:52]([C:54]([O:56][CH2:57][CH3:58])=[O:55])[CH2:51]5)=[CH:20][CH:19]=4)[N:14]=3)=[CH:11][CH:12]=2)[CH2:2][CH2:3][CH2:4][CH2:5][CH2:6]1. Given the reactants [CH:1]1([C:7]2[CH:12]=[CH:11][C:10]([C:13]3[O:17][N:16]=[C:15]([C:18]4[O:22][C:21]([CH2:23]O)=[CH:20][CH:19]=4)[N:14]=3)=[CH:9][CH:8]=2)[CH2:6][CH2:5][CH2:4][CH2:3][CH2:2]1.C(Br)(Br)(Br)Br.C1(P(C2C=CC=CC=2)C2C=CC=CC=2)C=CC=CC=1.Cl.[NH:50]1[CH2:53][CH:52]([C:54]([O:56][CH2:57][CH3:58])=[O:55])[CH2:51]1.C(N(CC)C(C)C)(C)C, predict the reaction product. (2) The product is: [O:8]1[C:7]2[CH:6]=[CH:5][CH:4]=[C:3]([C:9](=[O:11])[CH3:10])[C:2]=2[O:1][CH2:14][CH2:13]1. Given the reactants [OH:1][C:2]1[C:7]([OH:8])=[CH:6][CH:5]=[CH:4][C:3]=1[C:9](=[O:11])[CH3:10].Br[CH2:13][CH2:14]Br.C(=O)([O-])[O-].[K+].[K+], predict the reaction product. (3) Given the reactants [OH:1][C@@:2]1([CH2:9][NH:10][C:11]([C:13]2[C:14]3[CH:15]=[CH:16][C:17](Cl)=[N:18][C:19]=3[CH:20]=[CH:21][C:22]=2[Cl:23])=[O:12])[CH2:7][CH2:6][CH2:5][C@H:4]([CH3:8])[CH2:3]1.CCN(C(C)C)C(C)C.[F:34][C@H:35]1[CH2:39][CH2:38][NH:37][CH2:36]1, predict the reaction product. The product is: [OH:1][C@@:2]1([CH2:9][NH:10][C:11]([C:13]2[C:14]3[CH:15]=[CH:16][C:17]([N:37]4[CH2:38][CH2:39][C@H:35]([F:34])[CH2:36]4)=[N:18][C:19]=3[CH:20]=[CH:21][C:22]=2[Cl:23])=[O:12])[CH2:7][CH2:6][CH2:5][C@H:4]([CH3:8])[CH2:3]1. (4) Given the reactants [Cl:1][C:2]1[CH:3]=[CH:4][C:5]([C:32]#[N:33])=[C:6]([C:8]2[C:13]([O:14][CH3:15])=[CH:12][N:11]([CH:16]([CH2:24][CH:25]3[CH2:30][CH2:29][O:28][CH2:27][CH2:26]3)[C:17]([O:19]C(C)(C)C)=[O:18])[C:10](=[O:31])[CH:9]=2)[CH:7]=1.C(O)(C(F)(F)F)=O, predict the reaction product. The product is: [Cl:1][C:2]1[CH:3]=[CH:4][C:5]([C:32]#[N:33])=[C:6]([C:8]2[C:13]([O:14][CH3:15])=[CH:12][N:11]([CH:16]([CH2:24][CH:25]3[CH2:30][CH2:29][O:28][CH2:27][CH2:26]3)[C:17]([OH:19])=[O:18])[C:10](=[O:31])[CH:9]=2)[CH:7]=1.